This data is from Full USPTO retrosynthesis dataset with 1.9M reactions from patents (1976-2016). The task is: Predict the reactants needed to synthesize the given product. (1) Given the product [CH2:1]([O:3][CH2:4][CH2:5][N:6]1[CH:10]=[C:9]([B:21]2[O:25][C:24]([CH3:27])([CH3:26])[C:23]([CH3:29])([CH3:28])[O:22]2)[CH:8]=[N:7]1)[CH3:2], predict the reactants needed to synthesize it. The reactants are: [CH2:1]([O:3][CH2:4][CH2:5][N:6]1[CH:10]=[C:9](I)[CH:8]=[N:7]1)[CH3:2].C([Mg]Cl)(C)C.C(O[B:21]1[O:25][C:24]([CH3:27])([CH3:26])[C:23]([CH3:29])([CH3:28])[O:22]1)(C)C. (2) Given the product [O:10]=[C:2]1[N:3]([CH2:12][CH2:13][NH:14][C:15](=[O:21])[O:16][C:17]([CH3:20])([CH3:19])[CH3:18])[C:4]2[CH:9]=[CH:8][CH:7]=[CH:6][C:5]=2[O:1]1, predict the reactants needed to synthesize it. The reactants are: [O:1]1[C:5]2[CH:6]=[CH:7][CH:8]=[CH:9][C:4]=2[NH:3][C:2]1=[O:10].Br[CH2:12][CH2:13][NH:14][C:15](=[O:21])[O:16][C:17]([CH3:20])([CH3:19])[CH3:18].CC(C)([O-])C.[K+].[I-].[K+]. (3) Given the product [CH3:1][C:2]1[CH:3]=[CH:4][C:5]([C:11]2[N:12]=[C:13]([CH3:14])[CH:21]=[CH:20][N:19]=2)=[C:6]([CH:10]=1)[C:7]([OH:9])=[O:8], predict the reactants needed to synthesize it. The reactants are: [CH3:1][C:2]1[CH:3]=[CH:4][C:5]([C:11]2C=N[CH:14]=[CH:13][N:12]=2)=[C:6]([CH:10]=1)[C:7]([OH:9])=[O:8].ClC1N=C(C)[CH:21]=[CH:20][N:19]=1. (4) Given the product [CH:26]([NH:18][C:15]1[CH:16]=[CH:17][C:12]([S:9]([NH:8][C:6]2[N:5]=[C:4]([CH3:19])[CH:3]=[C:2]([CH3:1])[N:7]=2)(=[O:11])=[O:10])=[CH:13][CH:14]=1)([C:20]1[CH:25]=[CH:24][CH:23]=[CH:22][CH:21]=1)[C:28]1[CH:33]=[CH:32][CH:31]=[CH:30][CH:29]=1, predict the reactants needed to synthesize it. The reactants are: [CH3:1][C:2]1[CH:3]=[C:4]([CH3:19])[N:5]=[C:6]([NH:8][S:9]([C:12]2[CH:13]=[CH:14][C:15]([NH2:18])=[CH:16][CH:17]=2)(=[O:11])=[O:10])[N:7]=1.[C:20]1([CH:26]([C:28]2[CH:33]=[CH:32][CH:31]=[CH:30][CH:29]=2)Cl)[CH:25]=[CH:24][CH:23]=[CH:22][CH:21]=1. (5) Given the product [CH3:13][C:14]1[CH:15]=[C:16]([N:17]2[CH2:6][CH2:7][CH:5]([C:8]([OH:9])=[O:10])[C:4]2=[O:11])[CH:18]=[CH:19][C:20]=1[CH3:21], predict the reactants needed to synthesize it. The reactants are: CC1(C)[O:9][C:8](=[O:10])[C:5]2([CH2:7][CH2:6]2)[C:4](=[O:11])O1.[CH3:13][C:14]1[CH:15]=[C:16]([CH:18]=[CH:19][C:20]=1[CH3:21])[NH2:17]. (6) Given the product [N:7]1[CH:8]=[CH:9][CH:10]=[C:5]([C:3]2[N:21]=[C:19]([CH2:18][O:17][C:11](=[O:16])[C:12]([CH3:14])([CH3:13])[CH3:15])[S:20][CH:2]=2)[CH:6]=1, predict the reactants needed to synthesize it. The reactants are: Br[CH2:2][C:3]([C:5]1[CH:6]=[N:7][CH:8]=[CH:9][CH:10]=1)=O.[C:11]([O:17][CH2:18][C:19]([NH2:21])=[S:20])(=[O:16])[C:12]([CH3:15])([CH3:14])[CH3:13]. (7) Given the product [Cl:1][C:2]1[CH:3]=[CH:4][C:5]2[C:34]3[C:10](=[C:11]4[C:31](=[CH:32][CH:33]=3)[C:15]3[N:16]=[C:17]([C@@H:19]5[CH2:23][CH2:22][CH2:21][N:20]5[C:24]([O:26][C:27]([CH3:30])([CH3:29])[CH3:28])=[O:25])[NH:18][C:14]=3[CH:13]=[CH:12]4)[O:9][CH2:8][C:6]=2[CH:7]=1, predict the reactants needed to synthesize it. The reactants are: [Cl:1][C:2]1[CH:3]=[CH:4][C:5]2[C:34]3[C:10](=[C:11]4[C:31](=[CH:32][CH:33]=3)[C:15]3[N:16]=[C:17]([C@@H:19]5[CH2:23][CH2:22][CH2:21][N:20]5[C:24]([O:26][C:27]([CH3:30])([CH3:29])[CH3:28])=[O:25])[NH:18][C:14]=3[CH2:13][CH2:12]4)[O:9][CH2:8][C:6]=2[CH:7]=1. (8) Given the product [C:1]1([N:7]([C:8]2[CH:9]=[CH:10][C:11]([CH3:14])=[CH:12][CH:13]=2)[C:16]2[CH:21]=[CH:20][C:19]([C:22]3[CH:27]=[CH:26][C:25]([C:28]4[CH:33]=[CH:32][C:31]([N:7]([C:1]5[CH:6]=[CH:5][CH:4]=[CH:3][CH:2]=5)[C:50]5[CH:49]=[CH:48][C:47]([CH3:46])=[CH:52][CH:51]=5)=[CH:30][CH:29]=4)=[CH:24][CH:23]=3)=[CH:18][CH:17]=2)[CH:2]=[CH:3][CH:4]=[CH:5][CH:6]=1, predict the reactants needed to synthesize it. The reactants are: [C:1]1([NH:7][C:8]2[CH:13]=[CH:12][C:11]([CH3:14])=[CH:10][CH:9]=2)[CH:6]=[CH:5][CH:4]=[CH:3][CH:2]=1.I[C:16]1[CH:21]=[CH:20][C:19]([C:22]2[CH:27]=[CH:26][C:25]([C:28]3[CH:33]=[CH:32][C:31](I)=[CH:30][CH:29]=3)=[CH:24][CH:23]=2)=[CH:18][CH:17]=1.C(=O)([O-])[O-].[K+].[K+].CCCCC[CH2:46][CH2:47][CH2:48][CH2:49][CH2:50][CH2:51][CH3:52].